From a dataset of Forward reaction prediction with 1.9M reactions from USPTO patents (1976-2016). Predict the product of the given reaction. (1) Given the reactants [H-].[Na+].[C:3]([O:9][CH2:10][CH3:11])(=[O:8])[CH2:4][C:5]([O-:7])=[O:6].Br[C:13]1[C:18]([F:19])=[CH:17][CH:16]=[CH:15][C:14]=1[F:20].Cl.CO[C:24](C)(C)[CH3:25], predict the reaction product. The product is: [F:20][C:14]1[CH:15]=[CH:16][CH:17]=[C:18]([F:19])[C:13]=1[CH:4]([C:5]([O:7][CH2:24][CH3:25])=[O:6])[C:3]([O:9][CH2:10][CH3:11])=[O:8]. (2) Given the reactants [OH:1][N:2]1[C:6](=[O:7])[CH2:5][CH:4]([C:8]2[CH:13]=[CH:12][CH:11]=[CH:10][CH:9]=2)[C:3]1=[O:14].ClC1C=CC(C(C2C=CC(Cl)=CC=2)N2CCN(C(O[N:32]3[C:36](=O)[CH2:35][CH:34]([C:38]4C=CC=C[CH:39]=4)[C:33]3=[O:44])=O)CC2)=CC=1.N1CCCCC1, predict the reaction product. The product is: [N:32]1([C:33]([O:1][N:2]2[C:6](=[O:7])[CH2:5][CH:4]([C:8]3[CH:9]=[CH:10][CH:11]=[CH:12][CH:13]=3)[C:3]2=[O:14])=[O:44])[CH2:39][CH2:38][CH2:34][CH2:35][CH2:36]1.